This data is from Reaction yield outcomes from USPTO patents with 853,638 reactions. The task is: Predict the reaction yield, written as a fraction of the theoretical maximum amount of product (1.0 means a 100% yield; for example, 0.34 means a 34% yield). (1) The reactants are [CH:1]([C:3]1[CH:4]=[C:5]([C:9]2[CH:16]=[CH:15][C:12]([C:13]#[N:14])=[CH:11][CH:10]=2)[CH:6]=[N:7][CH:8]=1)=O.[CH2:17]([S:19]([NH2:22])(=[O:21])=[O:20])[CH3:18].[NH4+].[Cl-].[C:25]1([CH3:31])C=CC=C[CH:26]=1. The catalyst is C(OCC)(=O)C.[Cl-].[Na+].O.CC(C)[O-].[Ti+4].CC(C)[O-].CC(C)[O-].CC(C)[O-]. The product is [C:13]([C:12]1[CH:15]=[CH:16][C:9]([C:5]2[CH:4]=[C:3]([CH:1]([CH:31]3[CH2:25][CH2:26]3)[NH:22][S:19]([CH2:17][CH3:18])(=[O:21])=[O:20])[CH:8]=[N:7][CH:6]=2)=[CH:10][CH:11]=1)#[N:14]. The yield is 0.510. (2) The reactants are [CH3:1][O:2][C:3]([C:5]1[CH:6]=[C:7]([C:14]2[CH:19]=[CH:18][C:17]([CH3:20])=[CH:16][CH:15]=2)[CH:8]=[C:9]([N+:11]([O-])=O)[CH:10]=1)=[O:4].Cl[Sn]Cl. The product is [CH3:1][O:2][C:3]([C:5]1[CH:6]=[C:7]([C:14]2[CH:19]=[CH:18][C:17]([CH3:20])=[CH:16][CH:15]=2)[CH:8]=[C:9]([NH2:11])[CH:10]=1)=[O:4]. The yield is 0.950. The catalyst is CO.